Regression/Classification. Given a drug SMILES string, predict its toxicity properties. Task type varies by dataset: regression for continuous values (e.g., LD50, hERG inhibition percentage) or binary classification for toxic/non-toxic outcomes (e.g., AMES mutagenicity, cardiotoxicity, hepatotoxicity). Dataset: herg_karim. From a dataset of hERG potassium channel inhibition data for cardiac toxicity prediction from Karim et al.. The molecule is CC(=O)N1CCO[C@@H](c2nc(-c3ccc(C(=O)Nc4cc(C(F)(F)F)ccn4)cc3F)c3c(N)nccn23)C1. The result is 0 (non-blocker).